From a dataset of Catalyst prediction with 721,799 reactions and 888 catalyst types from USPTO. Predict which catalyst facilitates the given reaction. (1) Reactant: [C:1](OCC)(=[O:8])[CH2:2][C:3]([O:5][CH2:6][CH3:7])=[O:4].[Cl-].[Mg+2].[Cl-].C(N(CC)CC)C.C(O[CH:25]=[CH:26][C:27](=[O:32])[C:28]([F:31])([F:30])[F:29])C.Cl. Product: [CH2:6]([O:5][C:3]([C:2]1[C:1](=[O:8])[O:32][C:27]([C:28]([F:29])([F:30])[F:31])=[CH:26][CH:25]=1)=[O:4])[CH3:7]. The catalyst class is: 10. (2) Reactant: [OH:1][N:2]=[C:3]([C:10]1[O:14][CH:13]=[N:12][C:11]=1[CH3:15])[C:4]1[CH:9]=[CH:8][CH:7]=[CH:6][CH:5]=1.Br[CH2:17][C:18]1[N:23]=[C:22]([N:24]2[C:32](=[O:33])[C:31]3[C:26](=[CH:27][CH:28]=[CH:29][CH:30]=3)[C:25]2=[O:34])[CH:21]=[CH:20][CH:19]=1.C(=O)([O-])[O-].[Cs+].[Cs+].[I-].[K+]. Product: [CH3:15][C:11]1[N:12]=[CH:13][O:14][C:10]=1[C:3](=[N:2][O:1][CH2:17][C:18]1[N:23]=[C:22]([N:24]2[C:25](=[O:34])[C:26]3[C:31](=[CH:30][CH:29]=[CH:28][CH:27]=3)[C:32]2=[O:33])[CH:21]=[CH:20][CH:19]=1)[C:4]1[CH:5]=[CH:6][CH:7]=[CH:8][CH:9]=1. The catalyst class is: 47. (3) Reactant: [CH2:1]([N:3]1[C:7]([C:8]2[CH:9]=[C:10]([C:14]([O:16][CH3:17])=[O:15])[O:11][C:12]=2[CH3:13])=[CH:6][CH:5]=[N:4]1)[CH3:2].C1C(=O)N([Cl:25])C(=O)C1. Product: [Cl:25][C:6]1[CH:5]=[N:4][N:3]([CH2:1][CH3:2])[C:7]=1[C:8]1[CH:9]=[C:10]([C:14]([O:16][CH3:17])=[O:15])[O:11][C:12]=1[CH3:13]. The catalyst class is: 1. (4) Reactant: [NH2:1][C:2]1[N:7]=[C:6]([NH:8][C:9]2[CH:10]=[CH:11][C:12]([Cl:16])=[C:13]([OH:15])[CH:14]=2)[CH:5]=[CH:4][N:3]=1.C([O-])([O-])=O.[Cs+].[Cs+].Br[CH2:24][CH:25]=[C:26]([CH3:28])[CH3:27]. Product: [Cl:16][C:12]1[CH:11]=[CH:10][C:9]([NH:8][C:6]2[CH:5]=[CH:4][N:3]=[C:2]([NH2:1])[N:7]=2)=[CH:14][C:13]=1[O:15][CH2:24][CH:25]=[C:26]([CH3:28])[CH3:27]. The catalyst class is: 21.